From a dataset of Catalyst prediction with 721,799 reactions and 888 catalyst types from USPTO. Predict which catalyst facilitates the given reaction. (1) Reactant: [C:1]([N:4]1[CH2:9][CH2:8][CH:7]([C:10](N(OC)C)=[O:11])[CH2:6][CH2:5]1)(=[O:3])[CH3:2].[CH3:16][Mg]Br. The catalyst class is: 7. Product: [N:4]1([C:1](=[O:3])[CH3:2])[CH2:5][CH2:6][CH:7]([C:10](=[O:11])[CH3:16])[CH2:8][CH2:9]1. (2) Reactant: [C:1]([O:5][C:6](=[O:28])[CH:7]([CH:15]([C:19]1[CH:27]=[CH:26][C:22]([C:23](O)=[O:24])=[CH:21][CH:20]=1)[CH2:16][CH2:17][CH3:18])[C:8]1[CH:13]=[CH:12][C:11]([Cl:14])=[CH:10][CH:9]=1)([CH3:4])([CH3:3])[CH3:2].C(Cl)CCl.C1C=CC2N(O)N=NC=2C=1.[CH3:43][O:44][C:45](=[O:49])[CH2:46][CH2:47][NH2:48].CCN(C(C)C)C(C)C. Product: [Cl:14][C:11]1[CH:12]=[CH:13][C:8]([CH:7]([CH:15]([C:19]2[CH:20]=[CH:21][C:22]([C:23]([NH:48][CH2:47][CH2:46][C:45]([O:44][CH3:43])=[O:49])=[O:24])=[CH:26][CH:27]=2)[CH2:16][CH2:17][CH3:18])[C:6]([O:5][C:1]([CH3:4])([CH3:2])[CH3:3])=[O:28])=[CH:9][CH:10]=1. The catalyst class is: 2. (3) Reactant: [CH3:1][C:2]([CH2:7][CH2:8][CH:9]=[C:10]([CH3:17])[CH2:11][CH2:12][CH:13]=[C:14]([CH3:16])[CH3:15])=[CH:3][C:4](Cl)=[O:5].[OH:18][CH2:19][CH:20]([CH2:22][OH:23])[OH:21].N1C=CC=CC=1. Product: [CH3:1][C:2]([CH2:7][CH2:8][CH:9]=[C:10]([CH3:17])[CH2:11][CH2:12][CH:13]=[C:14]([CH3:16])[CH3:15])=[CH:3][C:4]([O:18][CH2:19][CH:20]([CH2:22][OH:23])[OH:21])=[O:5]. The catalyst class is: 454. (4) Reactant: C([NH:8][OH:9])(OC(C)(C)C)=O.[H-].[Na+].[CH3:12][O:13][C:14]1[CH:21]=[CH:20][C:17]([CH2:18]Cl)=[CH:16][CH:15]=1.Cl. Product: [NH2:8][O:9][CH2:18][C:17]1[CH:20]=[CH:21][C:14]([O:13][CH3:12])=[CH:15][CH:16]=1. The catalyst class is: 27. (5) Reactant: [H-].C([Al+]CC(C)C)C(C)C.C[O:12][C:13](=O)[C@@H:14]([NH:31][C:32]([O:34][C:35]([CH3:38])([CH3:37])[CH3:36])=[O:33])[CH2:15][C@@H:16]([CH:28]([CH3:30])[CH3:29])[CH2:17][C:18]1[CH:23]=[CH:22][C:21]([C:24]([CH3:27])([CH3:26])[CH3:25])=[CH:20][CH:19]=1.CO.Cl. Product: [C:35]([O:34][C:32]([NH:31][C@@H:14]([CH2:15][C@@H:16]([CH:28]([CH3:30])[CH3:29])[CH2:17][C:18]1[CH:19]=[CH:20][C:21]([C:24]([CH3:27])([CH3:26])[CH3:25])=[CH:22][CH:23]=1)[CH:13]=[O:12])=[O:33])([CH3:38])([CH3:37])[CH3:36]. The catalyst class is: 133. (6) The catalyst class is: 166. Product: [CH3:30][C:29]1[CH:31]=[CH:32][C:26]([S:23]([O:4][CH:3]([C:5]2[CH:10]=[CH:9][C:8]([O:11][C:12]3[CH:17]=[CH:16][CH:15]=[C:14]([F:18])[N:13]=3)=[C:7]([O:19][CH3:20])[CH:6]=2)[C:2]([F:1])([F:21])[F:22])(=[O:25])=[O:24])=[CH:27][CH:28]=1. Reactant: [F:1][C:2]([F:22])([F:21])[CH:3]([C:5]1[CH:10]=[CH:9][C:8]([O:11][C:12]2[CH:17]=[CH:16][CH:15]=[C:14]([F:18])[N:13]=2)=[C:7]([O:19][CH3:20])[CH:6]=1)[OH:4].[S:23](Cl)([C:26]1[CH:32]=[CH:31][C:29]([CH3:30])=[CH:28][CH:27]=1)(=[O:25])=[O:24].